Dataset: Peptide-MHC class II binding affinity with 134,281 pairs from IEDB. Task: Regression. Given a peptide amino acid sequence and an MHC pseudo amino acid sequence, predict their binding affinity value. This is MHC class II binding data. The MHC is DRB1_0701 with pseudo-sequence DRB1_0701. The binding affinity (normalized) is 0.608. The peptide sequence is GELQIVDKIDAAFQI.